From a dataset of Catalyst prediction with 721,799 reactions and 888 catalyst types from USPTO. Predict which catalyst facilitates the given reaction. Reactant: [Br:1]N1C(=O)CCC1=O.[Br:9][C:10]1[CH:14]=[CH:13][S:12][C:11]=1[C:15]1[S:16][C:17]([CH3:20])=[CH:18][CH:19]=1.C(OC(=O)C)(=O)C.CCOCC. Product: [Br:9][C:10]1[CH:14]=[C:13]([Br:1])[S:12][C:11]=1[C:15]1[S:16][C:17]([CH3:20])=[CH:18][CH:19]=1. The catalyst class is: 86.